From a dataset of Forward reaction prediction with 1.9M reactions from USPTO patents (1976-2016). Predict the product of the given reaction. The product is: [NH2:11][C@H:12]1[CH2:17][CH2:16][C@@H:15]([NH:18][C:19](=[O:25])[O:20][C:21]([CH3:22])([CH3:23])[CH3:24])[CH2:14][C@H:13]1[CH:26]([CH3:28])[CH3:27]. Given the reactants C(OC([NH:11][C@H:12]1[CH2:17][CH2:16][C@@H:15]([NH:18][C:19](=[O:25])[O:20][C:21]([CH3:24])([CH3:23])[CH3:22])[CH2:14][C@H:13]1[C:26]([CH3:28])=[CH2:27])=O)C1C=CC=CC=1, predict the reaction product.